This data is from Catalyst prediction with 721,799 reactions and 888 catalyst types from USPTO. The task is: Predict which catalyst facilitates the given reaction. (1) Reactant: [CH2:1]([C:8]12[CH2:23][CH2:22][C:21](=[O:24])[C:20]([C:25]3[CH:30]=[CH:29][C:28]([O:31]COC)=[CH:27][CH:26]=3)=[C:19]1[C:18]1[CH:17]=[CH:16][C:15]3[N:14]([S:35]([C:38]4[CH:43]=[CH:42][C:41]([CH3:44])=[CH:40][CH:39]=4)(=[O:37])=[O:36])[N:13]=[CH:12][C:11]=3[C:10]=1[CH2:9]2)[C:2]1[CH:7]=[CH:6][CH:5]=[CH:4][CH:3]=1.Cl. Product: [CH2:1]([C:8]12[CH2:23][CH2:22][C:21](=[O:24])[C:20]([C:25]3[CH:30]=[CH:29][C:28]([OH:31])=[CH:27][CH:26]=3)=[C:19]1[C:18]1[CH:17]=[CH:16][C:15]3[N:14]([S:35]([C:38]4[CH:39]=[CH:40][C:41]([CH3:44])=[CH:42][CH:43]=4)(=[O:36])=[O:37])[N:13]=[CH:12][C:11]=3[C:10]=1[CH2:9]2)[C:2]1[CH:3]=[CH:4][CH:5]=[CH:6][CH:7]=1. The catalyst class is: 5. (2) Reactant: [Cl:1][C:2]1[CH:9]=[CH:8][CH:7]=[C:6]([OH:10])[C:3]=1[CH:4]=O.[Cl:11][C:12]1[CH:21]=[CH:20][C:15]([C:16]([NH:18][NH2:19])=[O:17])=[CH:14][CH:13]=1.O. Product: [Cl:1][C:2]1[CH:9]=[CH:8][CH:7]=[C:6]([OH:10])[C:3]=1[CH:4]=[N:19][NH:18][C:16](=[O:17])[C:15]1[CH:14]=[CH:13][C:12]([Cl:11])=[CH:21][CH:20]=1. The catalyst class is: 14. (3) Reactant: [N:1]([C@@H:4]([C@@H:40]([C:44]1[CH:49]=[CH:48][C:47]([Cl:50])=[CH:46][CH:45]=1)[CH:41]([CH3:43])[CH3:42])[C:5]([NH:7][C:8]1[CH:9]=[N:10][CH:11]=[C:12]([F:39])[C:13]=1[CH2:14][CH2:15][C@@H:16]1[N:21]([S:22]([C:25]2[CH:30]=[CH:29][CH:28]=[CH:27][CH:26]=2)(=[O:24])=[O:23])[C@@H:20]([CH3:31])[CH2:19][N:18]([C:32]([O:34][C:35]([CH3:38])([CH3:37])[CH3:36])=[O:33])[CH2:17]1)=[O:6])=[N+]=[N-].CP(C)C. Product: [NH2:1][C@@H:4]([C@@H:40]([C:44]1[CH:49]=[CH:48][C:47]([Cl:50])=[CH:46][CH:45]=1)[CH:41]([CH3:43])[CH3:42])[C:5]([NH:7][C:8]1[CH:9]=[N:10][CH:11]=[C:12]([F:39])[C:13]=1[CH2:14][CH2:15][C@@H:16]1[N:21]([S:22]([C:25]2[CH:30]=[CH:29][CH:28]=[CH:27][CH:26]=2)(=[O:23])=[O:24])[C@@H:20]([CH3:31])[CH2:19][N:18]([C:32]([O:34][C:35]([CH3:37])([CH3:38])[CH3:36])=[O:33])[CH2:17]1)=[O:6]. The catalyst class is: 161. (4) Reactant: N1C=CC=CC=1.[Br:7][C:8]1[CH:13]=[CH:12][N:11]=[C:10]([NH2:14])[CH:9]=1.[C:15](Cl)(=[O:18])[CH2:16][CH3:17].O. Product: [Br:7][C:8]1[CH:13]=[CH:12][N:11]=[C:10]([NH:14][C:15](=[O:18])[CH2:16][CH3:17])[CH:9]=1. The catalyst class is: 2. (5) Reactant: O[C@H]([C@@H](O)C(O)=O)C(O)=O.[F:11][C:12]1[CH:13]=[C:14]2[C:19](=[C:20]([F:22])[CH:21]=1)[O:18][CH2:17][C@H:16]([NH2:23])[CH2:15]2.[S-:24][C:25]#[N:26].[K+].C(O)(=O)C.[CH2:32]([NH:39][C:40](=[O:46])[CH2:41][C:42](=O)[CH2:43]O)[C:33]1[CH:38]=[CH:37][CH:36]=[CH:35][CH:34]=1.C(=O)(O)[O-].[Na+]. Product: [CH2:32]([NH:39][C:40](=[O:46])[CH2:41][C:42]1[N:23]([C@@H:16]2[CH2:15][C:14]3[C:19](=[C:20]([F:22])[CH:21]=[C:12]([F:11])[CH:13]=3)[O:18][CH2:17]2)[C:25](=[S:24])[NH:26][CH:43]=1)[C:33]1[CH:38]=[CH:37][CH:36]=[CH:35][CH:34]=1. The catalyst class is: 378. (6) Reactant: [CH3:1][N:2]1[C:7](=[O:8])[C:6]2=[C:9]([S:23][CH3:24])[N:10]([CH2:12][C:13]3[CH:18]=[CH:17][C:16]([S:19]([CH3:22])(=[O:21])=[O:20])=[CH:15][CH:14]=3)[N:11]=[C:5]2[N:4]([CH2:25][C:26]([CH3:29])([CH3:28])[CH3:27])[C:3]1=[O:30].OO.C(O)(=[O:35])C. Product: [CH3:1][N:2]1[C:7](=[O:8])[C:6]2=[C:9]([S:23]([CH3:24])=[O:35])[N:10]([CH2:12][C:13]3[CH:14]=[CH:15][C:16]([S:19]([CH3:22])(=[O:20])=[O:21])=[CH:17][CH:18]=3)[N:11]=[C:5]2[N:4]([CH2:25][C:26]([CH3:27])([CH3:29])[CH3:28])[C:3]1=[O:30]. The catalyst class is: 759. (7) Reactant: O1CCCC1.[NH2:6][C:7]1[C:12]([C:13]2[O:17][N:16]=[C:15]([CH2:18][C:19]3[CH:24]=[CH:23][C:22]([OH:25])=[CH:21][CH:20]=3)[CH:14]=2)=[CH:11][CH:10]=[C:9]([NH2:26])[N:8]=1.[OH-].[Na+].[Cl:29][C:30]1[CH:31]=[CH:32][C:33]([CH2:36]Cl)=[N:34][CH:35]=1. Product: [Cl:29][C:30]1[CH:31]=[CH:32][C:33]([CH2:36][O:25][C:22]2[CH:23]=[CH:24][C:19]([CH2:18][C:15]3[CH:14]=[C:13]([C:12]4[C:7]([NH2:6])=[N:8][C:9]([NH2:26])=[CH:10][CH:11]=4)[O:17][N:16]=3)=[CH:20][CH:21]=2)=[N:34][CH:35]=1. The catalyst class is: 9.